From a dataset of Reaction yield outcomes from USPTO patents with 853,638 reactions. Predict the reaction yield, written as a fraction of the theoretical maximum amount of product (1.0 means a 100% yield; for example, 0.34 means a 34% yield). (1) The reactants are [F:1][C:2]1[CH:11]=[CH:10][C:5]2[N:6]=[C:7]([NH2:9])[S:8][C:4]=2[CH:3]=1.[F:12][C:13]([F:24])([F:23])[C:14]1[CH:15]=[C:16]([CH:20]=[CH:21][CH:22]=1)[C:17](Cl)=[O:18].Br[CH:26]([CH3:32])[C:27]([O:29]CC)=[O:28].COC1C=CC2N=C(N)SC=2C=1.ClC1C=C(C=CC=1)C(Cl)=O.BrCC(OCC)=O. No catalyst specified. The product is [F:1][C:2]1[CH:11]=[CH:10][C:5]2[N:6]([CH:26]([CH3:32])[C:27]([OH:29])=[O:28])[C:7](=[N:9][C:17](=[O:18])[C:16]3[CH:20]=[CH:21][CH:22]=[C:14]([C:13]([F:24])([F:23])[F:12])[CH:15]=3)[S:8][C:4]=2[CH:3]=1. The yield is 0.200. (2) The reactants are [CH2:1]([O:3][C:4](=[O:23])[C:5]([C:10]1[CH:15]=[CH:14][C:13]([N+:16]([O-])=O)=[C:12]([NH:19][CH3:20])[C:11]=1[C:21]#[N:22])([CH3:9])[C:6](=[O:8])[CH3:7])[CH3:2]. The catalyst is CCOC(C)=O.[Pd]. The product is [CH2:1]([O:3][C:4](=[O:23])[C:5]([C:10]1[CH:15]=[CH:14][C:13]([NH2:16])=[C:12]([NH:19][CH3:20])[C:11]=1[C:21]#[N:22])([CH3:9])[C:6](=[O:8])[CH3:7])[CH3:2]. The yield is 0.770. (3) The reactants are B(Cl)(Cl)Cl.C(Cl)Cl.C([O:15][C:16]1[C:17]([CH3:34])=[C:18]([CH3:33])[C:19]([NH:23][C:24]2[CH:29]=[CH:28][C:27]([N+:30]([O-:32])=[O:31])=[CH:26][CH:25]=2)=[N:20][C:21]=1[CH3:22])C1C=CC=CC=1.CC1C(C)=C(C)C(C)=C(C)C=1. The catalyst is CO.C(Cl)(Cl)Cl. The product is [CH3:22][C:21]1[C:16]([OH:15])=[C:17]([CH3:34])[C:18]([CH3:33])=[C:19]([NH:23][C:24]2[CH:29]=[CH:28][C:27]([N+:30]([O-:32])=[O:31])=[CH:26][CH:25]=2)[N:20]=1. The yield is 0.740. (4) The reactants are [NH2:1][C:2]1[NH:3][C:4](=[O:22])[C:5]2[N:11]=[C:10]([C:12]3[CH:17]=[CH:16][C:15]([O:18][CH3:19])=[C:14]([O:20][CH3:21])[CH:13]=3)[CH:9]=[CH:8][C:6]=2[N:7]=1.[C:23](O)(=[O:25])[CH3:24]. The product is [C:23]([NH:1][C:2]1[NH:3][C:4](=[O:22])[C:5]2[N:11]=[C:10]([C:12]3[CH:17]=[CH:16][C:15]([O:18][CH3:19])=[C:14]([O:20][CH3:21])[CH:13]=3)[CH:9]=[CH:8][C:6]=2[N:7]=1)(=[O:25])[CH3:24]. The yield is 0.770. The catalyst is C(OC(=O)C)(=O)C.